From a dataset of Reaction yield outcomes from USPTO patents with 853,638 reactions. Predict the reaction yield, written as a fraction of the theoretical maximum amount of product (1.0 means a 100% yield; for example, 0.34 means a 34% yield). (1) The reactants are F[C:2]1[CH:9]=[C:8]([O:10][CH3:11])[C:7]([N+:12]([O-:14])=[O:13])=[CH:6][C:3]=1[C:4]#[N:5].[N:15]1([C:21](=[O:23])[CH3:22])[CH2:20][CH2:19][NH:18][CH2:17][CH2:16]1.C(=O)([O-])[O-].[Cs+].[Cs+]. The catalyst is CC(N(C)C)=O.O. The product is [C:21]([N:15]1[CH2:20][CH2:19][N:18]([C:2]2[CH:9]=[C:8]([O:10][CH3:11])[C:7]([N+:12]([O-:14])=[O:13])=[CH:6][C:3]=2[C:4]#[N:5])[CH2:17][CH2:16]1)(=[O:23])[CH3:22]. The yield is 0.830. (2) The reactants are CC1(C)C(C)(C)OB([C:9]2[CH:17]=[C:16]3[C:12]([CH2:13][CH2:14][N:15]3[C:18]([O:20][C:21]([CH3:24])([CH3:23])[CH3:22])=[O:19])=[CH:11][CH:10]=2)O1.Br[C:27]1[S:28][CH:29]=[C:30]([C:32]([O:34][CH2:35][CH3:36])=[O:33])[N:31]=1.C([O-])([O-])=O.[K+].[K+]. The catalyst is [Br-].C([N+](CCCC)(CCCC)CCCC)CCC.O1CCOCC1.O.Cl[Pd](Cl)([P](C1C=CC=CC=1)(C1C=CC=CC=1)C1C=CC=CC=1)[P](C1C=CC=CC=1)(C1C=CC=CC=1)C1C=CC=CC=1. The product is [C:21]([O:20][C:18]([N:15]1[C:16]2[C:12](=[CH:11][CH:10]=[C:9]([C:27]3[S:28][CH:29]=[C:30]([C:32]([O:34][CH2:35][CH3:36])=[O:33])[N:31]=3)[CH:17]=2)[CH2:13][CH2:14]1)=[O:19])([CH3:22])([CH3:23])[CH3:24]. The yield is 0.610. (3) The reactants are Cl.[CH2:2]([NH2:4])[CH3:3].[F:5][C:6]1[CH:7]=[C:8]([CH:12]=[CH:13][C:14]=1[F:15])[C:9]([OH:11])=O. No catalyst specified. The product is [F:5][C:6]1[CH:7]=[C:8]([CH:12]=[CH:13][C:14]=1[F:15])[C:9]([NH:4][CH2:2][CH3:3])=[O:11]. The yield is 0.560. (4) The reactants are [OH:1][CH:2]([C:31]1[CH:36]=[CH:35][CH:34]=[CH:33][CH:32]=1)[CH2:3][NH:4][C:5]([C:7]1[N:8]=[N:9][C:10]([N:13]2[CH2:18][CH2:17][N:16]([C:19](=[O:30])[C:20]3[CH:25]=[CH:24][CH:23]=[CH:22][C:21]=3[C:26]([F:29])([F:28])[F:27])[CH2:15][CH2:14]2)=[CH:11][CH:12]=1)=[O:6].[C:37](OC(=O)C)(=[O:39])[CH3:38]. The catalyst is C(Cl)(Cl)Cl.C(N(CC)CC)C.CN(C)C1C=CN=CC=1.C(OCC)(=O)C. The product is [C:31]1([CH:2]([O:1][C:37](=[O:39])[CH3:38])[CH2:3][NH:4][C:5]([C:7]2[N:8]=[N:9][C:10]([N:13]3[CH2:18][CH2:17][N:16]([C:19](=[O:30])[C:20]4[CH:25]=[CH:24][CH:23]=[CH:22][C:21]=4[C:26]([F:28])([F:29])[F:27])[CH2:15][CH2:14]3)=[CH:11][CH:12]=2)=[O:6])[CH:32]=[CH:33][CH:34]=[CH:35][CH:36]=1. The yield is 0.915. (5) The reactants are [NH:1]1[C:9]2[C:4](=[CH:5][CH:6]=[CH:7][CH:8]=2)[C:3]2([C:13]3=[CH:14][C:15]4[O:19][CH2:18][O:17][C:16]=4[CH:20]=[C:12]3[O:11][CH2:10]2)[C:2]1=[O:21].[CH:22]([N:25]1[C:29]([CH3:30])=[CH:28][C:27]([CH2:31]O)=[C:26]1[CH3:33])([CH3:24])[CH3:23].C(P(CCCC)CCCC)CCC.N(C(OCC)=O)=NC(OCC)=O. The catalyst is O1CCCC1. The product is [CH3:33][C:26]1[N:25]([CH:22]([CH3:24])[CH3:23])[C:29]([CH3:30])=[CH:28][C:27]=1[CH2:31][N:1]1[C:9]2[C:4](=[CH:5][CH:6]=[CH:7][CH:8]=2)[C:3]2([C:13]3=[CH:14][C:15]4[O:19][CH2:18][O:17][C:16]=4[CH:20]=[C:12]3[O:11][CH2:10]2)[C:2]1=[O:21]. The yield is 0.240. (6) The reactants are [C:1]([O:5][C:6](=[O:19])[NH:7][CH2:8][C:9]1[CH:14]=[CH:13][C:12]([F:15])=[C:11]([N+:16]([O-])=O)[CH:10]=1)([CH3:4])([CH3:3])[CH3:2]. The catalyst is CO.[C].[Pd]. The product is [C:1]([O:5][C:6](=[O:19])[NH:7][CH2:8][C:9]1[CH:14]=[CH:13][C:12]([F:15])=[C:11]([NH2:16])[CH:10]=1)([CH3:4])([CH3:2])[CH3:3]. The yield is 0.990. (7) The reactants are C(C1C=C(NC2N=C(NC3C=CC=C(C(O)=O)C=3)C(F)=CN=2)C=CC=1)(O)=O.[CH3:28][O:29][C:30]1[CH:31]=[C:32]([NH:40][C:41]2[N:46]=[C:45]([NH:47][C:48]3[CH:53]=[CH:52][C:51]([C:54]([O:56]C)=[O:55])=[C:50]([O:58][CH3:59])[CH:49]=3)[C:44]([F:60])=[CH:43][N:42]=2)[CH:33]=[CH:34][C:35]=1[C:36]([O:38]C)=[O:37].[OH-].[Na+]. No catalyst specified. The product is [C:36]([C:35]1[CH:34]=[CH:33][C:32]([NH:40][C:41]2[N:46]=[C:45]([NH:47][C:48]3[CH:53]=[CH:52][C:51]([C:54]([OH:56])=[O:55])=[C:50]([O:58][CH3:59])[CH:49]=3)[C:44]([F:60])=[CH:43][N:42]=2)=[CH:31][C:30]=1[O:29][CH3:28])([OH:38])=[O:37]. The yield is 0.640.